From a dataset of Forward reaction prediction with 1.9M reactions from USPTO patents (1976-2016). Predict the product of the given reaction. (1) Given the reactants [OH:1][CH2:2][C:3]1[N:4]([CH2:21][CH2:22][O:23][CH3:24])/[C:5](=[N:9]/[C:10]([C:12]23[CH2:19][CH:18]4[CH2:20][CH:14]([CH2:15][CH:16]2[CH2:17]4)[CH2:13]3)=[O:11])/[S:6][C:7]=1[CH3:8].[H-].[Na+].CI.[O:29]1CCC[CH2:30]1, predict the reaction product. The product is: [C:22]([O-:23])(=[O:29])[CH3:21].[NH4+:4].[CH3:24][O:23][CH2:22][CH2:21][N:4]1[C:3]([CH2:2][O:1][CH3:30])=[C:7]([CH3:8])[S:6]/[C:5]/1=[N:9]\[C:10]([C:12]12[CH2:19][CH:18]3[CH2:20][CH:14]([CH2:15][CH:16]1[CH2:17]3)[CH2:13]2)=[O:11]. (2) The product is: [CH3:13][C:14]1[CH:19]=[C:18]([C:20]2[CH:25]=[CH:24][CH:23]=[C:22]([NH:26][S:2]([CH3:1])(=[O:4])=[O:3])[CH:21]=2)[CH:17]=[C:16]([NH:27][C:28]2[N:33]=[C:32]([C:34]([F:37])([F:36])[F:35])[CH:31]=[CH:30][N:29]=2)[CH:15]=1. Given the reactants [CH3:1][S:2](Cl)(=[O:4])=[O:3].C(N(CC)CC)C.[CH3:13][C:14]1[CH:15]=[C:16]([NH:27][C:28]2[N:33]=[C:32]([C:34]([F:37])([F:36])[F:35])[CH:31]=[CH:30][N:29]=2)[CH:17]=[C:18]([C:20]2[CH:25]=[CH:24][CH:23]=[C:22]([NH2:26])[CH:21]=2)[CH:19]=1, predict the reaction product. (3) Given the reactants [Cl:1][C:2]1[CH:3]=[CH:4][C:5]2[C:11](=[N:12][CH2:13][C:14]3[CH:19]=[CH:18][C:17]([O:20][CH3:21])=[CH:16][C:15]=3[O:22][CH3:23])[CH2:10][CH2:9][CH2:8][N:7]([C:24]([O:26][CH2:27][C:28]3[CH:33]=[CH:32][CH:31]=[CH:30][CH:29]=3)=[O:25])[C:6]=2[CH:34]=1.[CH:35]([C:44](OC)=[O:45])([C:40](OC)=[O:41])[C:36]([O:38][CH3:39])=[O:37], predict the reaction product. The product is: [Cl:1][C:2]1[CH:3]=[CH:4][C:5]2[C:11]3[N:12]([CH2:13][C:14]4[CH:19]=[CH:18][C:17]([O:20][CH3:21])=[CH:16][C:15]=4[O:22][CH3:23])[C:40](=[O:41])[C:35]([C:36]([O:38][CH3:39])=[O:37])=[C:44]([OH:45])[C:10]=3[CH2:9][CH2:8][N:7]([C:24]([O:26][CH2:27][C:28]3[CH:29]=[CH:30][CH:31]=[CH:32][CH:33]=3)=[O:25])[C:6]=2[CH:34]=1. (4) Given the reactants B(Br)(Br)Br.[Cl:5][C:6]1[CH:7]=[C:8](/[C:15](/[C:23]2[NH:28][C:27](=[O:29])[C:26]([CH:30]3[CH2:32][CH2:31]3)=[CH:25][CH:24]=2)=[CH:16]\[C@H:17]2[CH2:21][CH2:20][C:19](=[O:22])[NH:18]2)[CH:9]=[CH:10][C:11]=1[O:12]CC.O, predict the reaction product. The product is: [Cl:5][C:6]1[CH:7]=[C:8](/[C:15](/[C:23]2[NH:28][C:27](=[O:29])[C:26]([CH:30]3[CH2:32][CH2:31]3)=[CH:25][CH:24]=2)=[CH:16]\[C@H:17]2[CH2:21][CH2:20][C:19](=[O:22])[NH:18]2)[CH:9]=[CH:10][C:11]=1[OH:12].